From a dataset of Reaction yield outcomes from USPTO patents with 853,638 reactions. Predict the reaction yield, written as a fraction of the theoretical maximum amount of product (1.0 means a 100% yield; for example, 0.34 means a 34% yield). (1) The reactants are [ClH:1].[CH2:2]([CH:4]([CH2:33][CH3:34])[CH:5]([C:11]1[CH:16]=[CH:15][C:14]([NH:17][C:18]([CH:20]2[CH2:25][CH2:24][N:23](C(OC(C)(C)C)=O)[CH2:22][CH2:21]2)=[O:19])=[CH:13][CH:12]=1)[N:6]1[CH:10]=[CH:9][N:8]=[CH:7]1)[CH3:3].[OH-].[Na+]. The catalyst is CCOC(C)=O. The product is [ClH:1].[CH2:33]([CH:4]([CH2:2][CH3:3])[CH:5]([C:11]1[CH:16]=[CH:15][C:14]([NH:17][C:18]([CH:20]2[CH2:21][CH2:22][NH:23][CH2:24][CH2:25]2)=[O:19])=[CH:13][CH:12]=1)[N:6]1[CH:10]=[CH:9][N:8]=[CH:7]1)[CH3:34]. The yield is 0.680. (2) The yield is 0.100. The product is [CH:26]([O:29][C:30]1[C:39]([O:40][CH3:41])=[CH:38][CH:37]=[C:36]2[C:31]=1[CH2:32][CH2:33][CH2:34][C:35]2=[CH2:6])([CH3:28])[CH3:27]. The catalyst is CS(C)=O. The reactants are [H-].[Na+].[H][H].[I-].[CH3:6][P+](C1C=CC=CC=1)(C1C=CC=CC=1)C1C=CC=CC=1.[CH:26]([O:29][C:30]1[C:39]([O:40][CH3:41])=[CH:38][CH:37]=[C:36]2[C:31]=1[CH2:32][CH2:33][CH2:34][C:35]2=O)([CH3:28])[CH3:27]. (3) The reactants are Br[C:2]1[C:3]([C:11]2[CH:16]=[CH:15][N:14]=[CH:13][CH:12]=2)=[N:4][N:5]2[CH:10]=[CH:9][CH:8]=[N:7][C:6]=12.[CH3:17][O:18]/[N:19]=[C:20]1\[CH2:21][CH2:22][C:23]2[C:28]\1=[CH:27][CH:26]=[C:25](B(O)O)[CH:24]=2.C(N(CC)CC)C. The catalyst is COCCOC.[Pd](Cl)Cl.C1(P(C2C=CC=CC=2)[C-]2C=CC=C2)C=CC=CC=1.[C-]1(P(C2C=CC=CC=2)C2C=CC=CC=2)C=CC=C1.[Fe+2].C(OCC)(=O)C. The product is [CH3:17][O:18][N:19]=[C:20]1[C:28]2[C:23](=[CH:24][C:25]([C:2]3[C:3]([C:11]4[CH:16]=[CH:15][N:14]=[CH:13][CH:12]=4)=[N:4][N:5]4[CH:10]=[CH:9][CH:8]=[N:7][C:6]=34)=[CH:26][CH:27]=2)[CH2:22][CH2:21]1. The yield is 0.490. (4) The reactants are [O:1]([C:8]1[CH:19]=[CH:18][C:11]2[NH:12][C:13](=[O:17])O[C:15](=[O:16])[C:10]=2[CH:9]=1)[C:2]1[CH:7]=[CH:6][CH:5]=[CH:4][CH:3]=1.[CH2:20]([CH2:28][CH2:29][C:30]([OH:32])=[O:31])[CH2:21][CH2:22][CH:23]([NH2:27])C(O)=O.C(N(CC)CC)C. The catalyst is O.C(O)(=O)C. The product is [O:17]=[C:13]1[NH:12][C:11]2[CH:18]=[CH:19][C:8]([O:1][C:2]3[CH:3]=[CH:4][CH:5]=[CH:6][CH:7]=3)=[CH:9][C:10]=2[C:15](=[O:16])[NH:27][CH:23]1[CH2:22][CH2:21][CH2:20][CH2:28][CH2:29][C:30]([OH:32])=[O:31]. The yield is 0.250. (5) The reactants are [CH3:1][C:2]1[CH:3]=[C:4]([NH:16][C:17]2[C:26]3[C:21](=[CH:22][CH:23]=[CH:24][C:25]=3[O:27][CH2:28][C:29]([OH:31])=O)[N:20]=[CH:19][N:18]=2)[CH:5]=[CH:6][C:7]=1[O:8][C:9]1[CH:10]=[N:11][C:12]([CH3:15])=[CH:13][CH:14]=1.[CH3:32][NH:33][CH2:34][CH2:35][OH:36]. No catalyst specified. The product is [OH:36][CH2:35][CH2:34][N:33]([CH3:32])[C:29](=[O:31])[CH2:28][O:27][C:25]1[CH:24]=[CH:23][CH:22]=[C:21]2[C:26]=1[C:17]([NH:16][C:4]1[CH:5]=[CH:6][C:7]([O:8][C:9]3[CH:10]=[N:11][C:12]([CH3:15])=[CH:13][CH:14]=3)=[C:2]([CH3:1])[CH:3]=1)=[N:18][CH:19]=[N:20]2. The yield is 0.470. (6) The reactants are [Br:1][C:2]1[S:6][C:5]([C:7](O)([CH3:9])[CH3:8])=[N:4][CH:3]=1.[SH:11][CH2:12][CH2:13][C:14]([O:16][CH3:17])=[O:15]. The catalyst is ClCCCl.O.[I-].[Zn+2].[I-]. The product is [Br:1][C:2]1[S:6][C:5]([C:7]([S:11][CH2:12][CH2:13][C:14]([O:16][CH3:17])=[O:15])([CH3:9])[CH3:8])=[N:4][CH:3]=1. The yield is 0.960. (7) The reactants are I[C:2]1[CH:3]=[CH:4][C:5]2[N:6]([CH:8]=[C:9]([NH:11][C:12]([CH:14]3[CH2:16][CH2:15]3)=[O:13])[N:10]=2)[N:7]=1.[NH2:17][C:18]1[CH:19]=[C:20]([OH:25])[CH:21]=[CH:22][C:23]=1[CH3:24].C(=O)([O-])[O-].[K+].[K+]. The catalyst is CN(C)C=O. The product is [NH2:17][C:18]1[CH:19]=[C:20]([CH:21]=[CH:22][C:23]=1[CH3:24])[O:25][C:2]1[CH:3]=[CH:4][C:5]2[N:6]([CH:8]=[C:9]([NH:11][C:12]([CH:14]3[CH2:16][CH2:15]3)=[O:13])[N:10]=2)[N:7]=1. The yield is 0.580. (8) The reactants are C(OC(=O)C)(=O)C.[CH:8]([OH:10])=O.[CH2:11]([O:18][C:19]1[N:24]=[C:23]([NH2:25])[C:22]([F:26])=[CH:21][N:20]=1)[C:12]1[CH:17]=[CH:16][CH:15]=[CH:14][CH:13]=1. The catalyst is CN(C)C1C=CN=CC=1.C(Cl)Cl. The product is [CH2:11]([O:18][C:19]1[N:24]=[C:23]([NH:25][CH:8]=[O:10])[C:22]([F:26])=[CH:21][N:20]=1)[C:12]1[CH:13]=[CH:14][CH:15]=[CH:16][CH:17]=1. The yield is 0.530. (9) The reactants are [O:1]1[C:5]2[CH:6]=[CH:7][CH:8]=[CH:9][C:4]=2[C:3]([C:10]2[CH:11]=[N:12][NH:13][C:14]=2[NH2:15])=[N:2]1.[Cl:16][C:17]1[CH:18]=[C:19]([C:24](=O)[CH2:25][C:26](OCC)=[O:27])[CH:20]=[CH:21][C:22]=1[Cl:23].CC1C=CC(S(O)(=O)=O)=CC=1. The catalyst is CCCCO. The product is [O:1]1[C:5]2[CH:6]=[CH:7][CH:8]=[CH:9][C:4]=2[C:3]([C:10]2[CH:11]=[N:12][N:13]3[C:26](=[O:27])[CH:25]=[C:24]([C:19]4[CH:20]=[CH:21][C:22]([Cl:23])=[C:17]([Cl:16])[CH:18]=4)[NH:15][C:14]=23)=[N:2]1. The yield is 0.430.